This data is from NCI-60 drug combinations with 297,098 pairs across 59 cell lines. The task is: Regression. Given two drug SMILES strings and cell line genomic features, predict the synergy score measuring deviation from expected non-interaction effect. Drug 1: C1=C(C(=O)NC(=O)N1)F. Drug 2: CC1=C(C(CCC1)(C)C)C=CC(=CC=CC(=CC(=O)O)C)C. Cell line: TK-10. Synergy scores: CSS=10.6, Synergy_ZIP=-0.530, Synergy_Bliss=-3.79, Synergy_Loewe=-4.92, Synergy_HSA=-3.43.